Dataset: Full USPTO retrosynthesis dataset with 1.9M reactions from patents (1976-2016). Task: Predict the reactants needed to synthesize the given product. (1) Given the product [F:8][C:6]1[CH:5]=[C:4]([C@H:9]2[NH:14][C:13](=[O:35])[C:12]([CH3:37])([CH3:36])[S:11][CH2:10]2)[CH:3]=[C:2]([F:1])[CH:7]=1, predict the reactants needed to synthesize it. The reactants are: [F:1][C:2]1[CH:3]=[C:4]([C@H:9]2[N:14](CC(NC3C=C4C(=CC=3)C[C@@]3(C(=O)NC(=O)N3C)C4)=O)[C:13](=[O:35])[C:12]([CH3:37])([CH3:36])[S:11][CH2:10]2)[CH:5]=[C:6]([F:8])[CH:7]=1.ClC1C=C(C=CC=1)C(OO)=O.[OH-].[Ca+2].[OH-]. (2) The reactants are: [NH2:1][C@H:2]([C:5]1[CH:10]=[CH:9][C:8]([F:11])=[C:7]([N:12]2[CH2:17][CH2:16][O:15][CH2:14][CH2:13]2)[CH:6]=1)[CH2:3][OH:4].[C:18]1([CH:24]2[CH2:26][CH:25]2[C:27](O)=[O:28])[CH:23]=[CH:22][CH:21]=[CH:20][CH:19]=1.CCN=C=NCCCN(C)C.Cl.C(N(CC)CC)C. Given the product [F:11][C:8]1[CH:9]=[CH:10][C:5]([CH:2]([NH:1][C:27]([CH:25]2[CH2:26][CH:24]2[C:18]2[CH:23]=[CH:22][CH:21]=[CH:20][CH:19]=2)=[O:28])[CH2:3][OH:4])=[CH:6][C:7]=1[N:12]1[CH2:17][CH2:16][O:15][CH2:14][CH2:13]1, predict the reactants needed to synthesize it. (3) The reactants are: [Br:1][C:2]1[CH:3]=[N:4][C:5]2[C:10]([CH:11]=1)=[C:9]([F:12])[C:8]([CH:13]([C:15]1[N:19]3[N:20]=[C:21]([C:24](OC)=[O:25])[CH:22]=[CH:23][C:18]3=[N:17][N:16]=1)[CH3:14])=[C:7]([F:28])[CH:6]=2.[Li+].[OH-].Cl.[CH3:32][NH:33][O:34][CH3:35].CN1CCOCC1.CN(C(ON1N=NC2C=CC=NC1=2)=[N+](C)C)C.F[P-](F)(F)(F)(F)F.C([O-])([O-])=O.[K+].[K+]. Given the product [Br:1][C:2]1[CH:3]=[N:4][C:5]2[C:10]([CH:11]=1)=[C:9]([F:12])[C:8]([CH:13]([C:15]1[N:19]3[N:20]=[C:21]([C:24]([N:33]([O:34][CH3:35])[CH3:32])=[O:25])[CH:22]=[CH:23][C:18]3=[N:17][N:16]=1)[CH3:14])=[C:7]([F:28])[CH:6]=2, predict the reactants needed to synthesize it. (4) Given the product [O:1]([C:8]1[CH:13]=[CH:12][C:11]([CH2:14][NH:15][C:16](=[O:26])[C:17]2[CH:22]=[C:21]([F:23])[C:20]([NH2:24])=[N:19][C:18]=2[NH2:33])=[CH:10][CH:9]=1)[C:2]1[CH:7]=[CH:6][CH:5]=[CH:4][CH:3]=1, predict the reactants needed to synthesize it. The reactants are: [O:1]([C:8]1[CH:13]=[CH:12][C:11]([CH2:14][NH:15][C:16](=[O:26])[C:17]2[CH:22]=[C:21]([F:23])[C:20]([NH2:24])=[N:19][C:18]=2Cl)=[CH:10][CH:9]=1)[C:2]1[CH:7]=[CH:6][CH:5]=[CH:4][CH:3]=1.O1CCOCC1.[NH3:33]. (5) Given the product [F:1][C:2]1[CH:3]=[CH:4][C:5]([O:10][C:11]2[CH:12]=[C:13]3[C:17](=[CH:18][CH:19]=2)[N:16]([CH2:22][C:23]([OH:24])([CH3:26])[CH3:25])[N:15]=[CH:14]3)=[C:6]([CH:9]=1)[C:7]#[N:8], predict the reactants needed to synthesize it. The reactants are: [F:1][C:2]1[CH:3]=[CH:4][C:5]([O:10][C:11]2[CH:12]=[C:13]3[C:17](=[CH:18][CH:19]=2)[NH:16][N:15]=[CH:14]3)=[C:6]([CH:9]=1)[C:7]#[N:8].[H-].[Na+].[CH3:22][C:23]1([CH3:26])[CH2:25][O:24]1.